This data is from Full USPTO retrosynthesis dataset with 1.9M reactions from patents (1976-2016). The task is: Predict the reactants needed to synthesize the given product. Given the product [Br:32][C:33]1[CH:34]=[C:35]2[C:41]([CH:42]([C:44]3[C:49]([O:50][CH3:51])=[CH:48][CH:47]=[C:46]([F:52])[C:45]=3[Cl:53])[C:2]([F:1])([S:3]([C:6]3[CH:7]=[CH:8][CH:9]=[CH:10][CH:11]=3)(=[O:5])=[O:4])[S:12]([C:15]3[CH:20]=[CH:19][CH:18]=[CH:17][CH:16]=3)(=[O:14])=[O:13])=[CH:40][NH:39][C:36]2=[N:37][CH:38]=1, predict the reactants needed to synthesize it. The reactants are: [F:1][CH:2]([S:12]([C:15]1[CH:20]=[CH:19][CH:18]=[CH:17][CH:16]=1)(=[O:14])=[O:13])[S:3]([C:6]1[CH:11]=[CH:10][CH:9]=[CH:8][CH:7]=1)(=[O:5])=[O:4].[Li]CCCC.CCCCCC.[Br:32][C:33]1[CH:34]=[C:35]2[C:41]([CH:42]([C:44]3[C:49]([O:50][CH3:51])=[CH:48][CH:47]=[C:46]([F:52])[C:45]=3[Cl:53])O)=[CH:40][NH:39][C:36]2=[N:37][CH:38]=1.S(Cl)(Cl)=O.